Dataset: Forward reaction prediction with 1.9M reactions from USPTO patents (1976-2016). Task: Predict the product of the given reaction. (1) Given the reactants [CH:1]1([C:4]2[CH:10]=[CH:9][CH:8]=[C:7]([CH3:11])[C:5]=2[O-:6])[CH2:3][CH2:2]1.[Na+].CC(O)CCCCCC.[OH:22][C:23]1[CH:28]=[C:27]([Cl:29])[N:26]=[N:25][C:24]=1Cl.C1(C2C=CC=C(C)C=2O)CC1, predict the reaction product. The product is: [Cl:29][C:27]1[N:26]=[N:25][C:24]([O:6][C:5]2[C:7]([CH3:11])=[CH:8][CH:9]=[CH:10][C:4]=2[CH:1]2[CH2:3][CH2:2]2)=[C:23]([OH:22])[CH:28]=1. (2) Given the reactants C([C:5]1[C:6]([O:14][CH3:15])=[C:7]([NH2:13])[CH:8]=[C:9]([I:12])[C:10]=1[Cl:11])(C)(C)C.Br[CH:17]([CH3:22])[C:18]([O:20][CH3:21])=[O:19].C([O-])([O-])=O.[K+].[K+], predict the reaction product. The product is: [Cl:11][C:10]1[C:9]([I:12])=[CH:8][C:7]([NH:13][CH:17]([CH3:22])[C:18]([O:20][CH3:21])=[O:19])=[C:6]([O:14][CH3:15])[CH:5]=1. (3) Given the reactants [Cl:1][C:2]1[CH:3]=[C:4]([C:8]2[N:9]=[C:10]([NH:18][C:19]3[CH:24]=[CH:23][C:22]([CH2:25][C:26]#[N:27])=[CH:21][CH:20]=3)[C:11]3[S:17][CH2:16][CH2:15][CH2:14][C:12]=3[N:13]=2)[CH:5]=[CH:6][CH:7]=1.[N:28]([Si](C)(C)C)=[N+:29]=[N-:30].O.[F-].C([N+](CCCC)(CCCC)CCCC)CCC, predict the reaction product. The product is: [Cl:1][C:2]1[CH:3]=[C:4]([C:8]2[N:9]=[C:10]([NH:18][C:19]3[CH:24]=[CH:23][C:22]([CH2:25][C:26]4[N:28]=[N:29][NH:30][N:27]=4)=[CH:21][CH:20]=3)[C:11]3[S:17][CH2:16][CH2:15][CH2:14][C:12]=3[N:13]=2)[CH:5]=[CH:6][CH:7]=1.[ClH:1]. (4) Given the reactants [Cl:1][C:2]1[CH:3]=[C:4]([CH2:9][C:10]([F:13])([F:12])[F:11])[CH:5]=[C:6]([Cl:8])[CH:7]=1.C(=O)([O-])[O-].[K+].[K+].C(O)(=[O:22])C.[N+:24]([CH3:27])([O-:26])=[O:25], predict the reaction product. The product is: [Cl:1][C:2]1[CH:3]=[C:4]([C:9]([OH:22])([CH2:27][N+:24]([O-:26])=[O:25])[C:10]([F:13])([F:11])[F:12])[CH:5]=[C:6]([Cl:8])[CH:7]=1. (5) Given the reactants [F:1][C:2]1[C:3](F)=[C:4](F)[C:5]([F:12])=[C:6]([C:10]#[N:11])[C:7]=1[C:8]#[N:9].[F-].[K+].[Cl:17][C:18]1[CH:23]=[CH:22][C:21]([Cl:24])=[CH:20][C:19]=1[OH:25], predict the reaction product. The product is: [Cl:17][C:18]1[CH:23]=[CH:22][C:21]([Cl:24])=[CH:20][C:19]=1[O:25][C:4]1[C:5]([F:12])=[C:6]([C:10]#[N:11])[C:7](=[C:2]([F:1])[C:3]=1[O:25][C:19]1[CH:20]=[C:21]([Cl:24])[CH:22]=[CH:23][C:18]=1[Cl:17])[C:8]#[N:9]. (6) Given the reactants [CH:1]1([C:5]([NH:7][C:8]2[CH:13]=[CH:12][C:11]([CH:14]3[C:23]([CH3:25])([CH3:24])[CH2:22][C:21]4[C:16](=[CH:17][CH:18]=[C:19]([C:26]([O:28]C)=[O:27])[CH:20]=4)[NH:15]3)=[CH:10][CH:9]=2)=[O:6])[CH2:4][CH2:3][CH2:2]1.[OH-].[Na+], predict the reaction product. The product is: [CH:1]1([C:5]([NH:7][C:8]2[CH:13]=[CH:12][C:11]([CH:14]3[C:23]([CH3:25])([CH3:24])[CH2:22][C:21]4[C:16](=[CH:17][CH:18]=[C:19]([C:26]([OH:28])=[O:27])[CH:20]=4)[NH:15]3)=[CH:10][CH:9]=2)=[O:6])[CH2:4][CH2:3][CH2:2]1. (7) Given the reactants Br[C:2]1[CH:3]=[C:4]2[C:15]3([CH2:19][O:18][C:17]([NH2:20])=[N:16]3)[C:14]3[C:9](=[CH:10][CH:11]=[C:12]([O:21][CH3:22])[CH:13]=3)[O:8][C:5]2=[N:6][CH:7]=1.CN(C=O)C.[CH3:28][C:29]([CH3:33])([CH3:32])[C:30]#[CH:31].C(NC(C)C)(C)C, predict the reaction product. The product is: [CH3:28][C:29]([CH3:33])([CH3:32])[C:30]#[C:31][C:2]1[CH:3]=[C:4]2[C:15]3([CH2:19][O:18][C:17]([NH2:20])=[N:16]3)[C:14]3[C:9](=[CH:10][CH:11]=[C:12]([O:21][CH3:22])[CH:13]=3)[O:8][C:5]2=[N:6][CH:7]=1. (8) Given the reactants FC(F)(F)C(O)=O.[CH3:8][O:9][C:10]1[C:11](=[O:45])[C:12]([CH3:44])=[C:13]([CH2:19][C:20]2[CH:21]=[CH:22][C:23]([OH:43])=[C:24]([CH:42]=2)[C:25]([NH:27][C:28]2[CH:33]=[CH:32][C:31]([NH:34]C(OC(C)(C)C)=O)=[CH:30][CH:29]=2)=[O:26])[C:14](=[O:18])[C:15]=1[O:16][CH3:17], predict the reaction product. The product is: [CH3:8][O:9][C:10]1[C:11](=[O:45])[C:12]([CH3:44])=[C:13]([CH2:19][C:20]2[CH:21]=[CH:22][C:23]([OH:43])=[C:24]([CH:42]=2)[C:25]([NH:27][C:28]2[CH:29]=[CH:30][C:31]([NH2:34])=[CH:32][CH:33]=2)=[O:26])[C:14](=[O:18])[C:15]=1[O:16][CH3:17].